The task is: Predict the product of the given reaction.. This data is from Forward reaction prediction with 1.9M reactions from USPTO patents (1976-2016). The product is: [C:24]([O:23][C:21]([N:28]1[CH2:33][CH2:32][N:31]([C:2]2[CH:3]=[C:4]3[C:9](=[CH:10][CH:11]=2)[CH:8]=[N:7][CH:6]=[CH:5]3)[CH2:30][CH2:29]1)=[O:22])([CH3:27])([CH3:25])[CH3:26]. Given the reactants Br[C:2]1[CH:3]=[C:4]2[C:9](=[CH:10][CH:11]=1)[CH:8]=[N:7][CH:6]=[CH:5]2.BrC1C=CC(C=O)=CC=1.[C:21]([N:28]1[CH2:33][CH2:32][NH:31][CH2:30][CH2:29]1)([O:23][C:24]([CH3:27])([CH3:26])[CH3:25])=[O:22].[O-]P([O-])([O-])=O.[K+].[K+].[K+].C1(P(C2CCCCC2)C2C=CC=CC=2C2C=CC=CC=2N(C)C)CCCCC1, predict the reaction product.